From a dataset of Full USPTO retrosynthesis dataset with 1.9M reactions from patents (1976-2016). Predict the reactants needed to synthesize the given product. (1) The reactants are: [CH:1]1[C:10]2[C:5](=[CH:6][C:7]([C:11]3[CH:12]=[N:13][N:14]([CH2:16][C@@H:17]([NH:29]C(=O)OC(C)(C)C)[CH2:18][C:19]4[CH:24]=[CH:23][C:22]([C:25]([F:28])([F:27])[F:26])=[CH:21][CH:20]=4)[CH:15]=3)=[CH:8][CH:9]=2)[CH:4]=[CH:3][N:2]=1.C(O)(C(F)(F)F)=O. Given the product [CH:1]1[C:10]2[C:5](=[CH:6][C:7]([C:11]3[CH:12]=[N:13][N:14]([CH2:16][C@@H:17]([NH2:29])[CH2:18][C:19]4[CH:20]=[CH:21][C:22]([C:25]([F:27])([F:26])[F:28])=[CH:23][CH:24]=4)[CH:15]=3)=[CH:8][CH:9]=2)[CH:4]=[CH:3][N:2]=1, predict the reactants needed to synthesize it. (2) The reactants are: C1(C)C(C)=CC=CC=1.C[O-].[K+].CO[C:14](=[O:17])[O:15][CH3:16].[CH:18]1([CH2:24][C:25](=[O:27])[CH3:26])[CH2:23][CH2:22][CH2:21][CH2:20][CH2:19]1. Given the product [CH:18]1([CH2:24][C:25](=[O:27])[CH2:26][C:14]([O:15][CH3:16])=[O:17])[CH2:23][CH2:22][CH2:21][CH2:20][CH2:19]1, predict the reactants needed to synthesize it.